This data is from Forward reaction prediction with 1.9M reactions from USPTO patents (1976-2016). The task is: Predict the product of the given reaction. (1) The product is: [CH3:5][C:2]([C:6]1[CH:11]=[CH:10][C:9]([N+:12]([O-:14])=[O:13])=[CH:8][C:7]=1[C:15]1[CH:16]=[N:17][CH:18]=[CH:19][CH:20]=1)([CH3:1])[CH2:3][NH2:4]. Given the reactants [CH3:1][C:2]([C:6]1[CH:11]=[CH:10][C:9]([N+:12]([O-:14])=[O:13])=[CH:8][C:7]=1[C:15]1[CH:16]=[N:17][CH:18]=[CH:19][CH:20]=1)([CH3:5])[C:3]#[N:4].B.C1COCC1, predict the reaction product. (2) Given the reactants [Br:1][C:2]1[CH:7]=[CH:6][CH:5]=[CH:4][C:3]=1[S:8]([N:11]([CH3:16])[CH2:12][C@H:13]1[CH2:15][O:14]1)(=[O:10])=[O:9].[CH3:17][C:18]([NH2:31])([CH3:30])[CH2:19][C:20]1[CH:29]=[CH:28][C:27]2[C:22](=[CH:23][CH:24]=[CH:25][CH:26]=2)[CH:21]=1.Cl([O-])(=O)(=O)=O.[Li+].O, predict the reaction product. The product is: [Br:1][C:2]1[CH:7]=[CH:6][CH:5]=[CH:4][C:3]=1[S:8]([N:11]([CH2:12][C@H:13]([OH:14])[CH2:15][NH:31][C:18]([CH3:30])([CH3:17])[CH2:19][C:20]1[CH:29]=[CH:28][C:27]2[C:22](=[CH:23][CH:24]=[CH:25][CH:26]=2)[CH:21]=1)[CH3:16])(=[O:10])=[O:9].